Task: Predict the product of the given reaction.. Dataset: Forward reaction prediction with 1.9M reactions from USPTO patents (1976-2016) (1) Given the reactants [CH2:1]([C:8]1[CH:9]=[N:10][C:11]2[C:16]([C:17]=1[C:18]1[CH:19]=[C:20]([OH:24])[CH:21]=[CH:22][CH:23]=1)=[CH:15][CH:14]=[CH:13][C:12]=2[C:25]([F:28])([F:27])[F:26])[C:2]1[CH:7]=[CH:6][CH:5]=[CH:4][CH:3]=1.[CH2:29]([O:31][C:32](=[O:44])[C:33]([C:36]1[CH:41]=[CH:40][C:39]([CH2:42]Br)=[CH:38][CH:37]=1)([CH3:35])[CH3:34])C, predict the reaction product. The product is: [CH2:1]([C:8]1[CH:9]=[N:10][C:11]2[C:16]([C:17]=1[C:18]1[CH:19]=[C:20]([CH:21]=[CH:22][CH:23]=1)[O:24][CH2:42][C:39]1[CH:38]=[CH:37][C:36]([C:33]([CH3:35])([CH3:34])[C:32]([O:31][CH3:29])=[O:44])=[CH:41][CH:40]=1)=[CH:15][CH:14]=[CH:13][C:12]=2[C:25]([F:28])([F:26])[F:27])[C:2]1[CH:3]=[CH:4][CH:5]=[CH:6][CH:7]=1. (2) Given the reactants [CH2:1]([S:3][C:4]1[S:8][C:7]([N:9]2[C:13]([C:14]3[CH:19]=[CH:18][CH:17]=[CH:16][N:15]=3)=[CH:12][C:11]([C:20]([OH:22])=O)=[N:10]2)=[N:6][N:5]=1)[CH3:2].[C:23]([NH2:27])([CH3:26])([CH3:25])[CH3:24], predict the reaction product. The product is: [C:23]([NH:27][C:20]([C:11]1[CH:12]=[C:13]([C:14]2[CH:19]=[CH:18][CH:17]=[CH:16][N:15]=2)[N:9]([C:7]2[S:8][C:4]([S:3][CH2:1][CH3:2])=[N:5][N:6]=2)[N:10]=1)=[O:22])([CH3:26])([CH3:25])[CH3:24]. (3) The product is: [CH2:31]([N:34]1[CH2:39][CH2:38][N:37]([C:2]2[N:7]=[C:6]([N:8]([CH2:10][CH2:11][CH2:12][C:13]3[CH:18]=[CH:17][C:16]([Cl:19])=[CH:15][CH:14]=3)[CH3:9])[N:5]=[C:4]([NH:20][CH2:21][CH2:22][C:23]3[CH:28]=[CH:27][C:26]([OH:29])=[CH:25][CH:24]=3)[N:3]=2)[CH2:36][CH2:35]1)[CH:32]=[CH2:33]. Given the reactants Cl[C:2]1[N:7]=[C:6]([N:8]([CH2:10][CH2:11][CH2:12][C:13]2[CH:18]=[CH:17][C:16]([Cl:19])=[CH:15][CH:14]=2)[CH3:9])[N:5]=[C:4]([NH:20][CH2:21][CH2:22][C:23]2[CH:28]=[CH:27][C:26]([O:29]C)=[CH:25][CH:24]=2)[N:3]=1.[CH2:31]([N:34]1[CH2:39][CH2:38][NH:37][CH2:36][CH2:35]1)[CH:32]=[CH2:33].B(Br)(Br)Br.C([O-])(O)=O.[Na+], predict the reaction product.